From a dataset of Peptide-MHC class I binding affinity with 185,985 pairs from IEDB/IMGT. Regression. Given a peptide amino acid sequence and an MHC pseudo amino acid sequence, predict their binding affinity value. This is MHC class I binding data. (1) The peptide sequence is IIPFIAYFV. The MHC is HLA-A11:01 with pseudo-sequence HLA-A11:01. The binding affinity (normalized) is 0.279. (2) The peptide sequence is EVPAQYLTY. The MHC is HLA-B15:17 with pseudo-sequence HLA-B15:17. The binding affinity (normalized) is 0.0847. (3) The MHC is HLA-B37:01 with pseudo-sequence HLA-B37:01. The peptide sequence is LPSCPTNFCIF. The binding affinity (normalized) is 0.0847. (4) The peptide sequence is SHITPSTQQHL. The MHC is Mamu-A20102 with pseudo-sequence Mamu-A20102. The binding affinity (normalized) is 0.716. (5) The peptide sequence is IVKQGRDAL. The MHC is HLA-B40:01 with pseudo-sequence HLA-B40:01. The binding affinity (normalized) is 0.0847.